From a dataset of NCI-60 drug combinations with 297,098 pairs across 59 cell lines. Regression. Given two drug SMILES strings and cell line genomic features, predict the synergy score measuring deviation from expected non-interaction effect. (1) Drug 1: C1CCC(CC1)NC(=O)N(CCCl)N=O. Drug 2: C1C(C(OC1N2C=NC3=C(N=C(N=C32)Cl)N)CO)O. Cell line: NCI-H226. Synergy scores: CSS=0.0375, Synergy_ZIP=-4.74, Synergy_Bliss=-2.87, Synergy_Loewe=-4.68, Synergy_HSA=-4.18. (2) Drug 1: C1CCC(CC1)NC(=O)N(CCCl)N=O. Drug 2: CC1=CC=C(C=C1)C2=CC(=NN2C3=CC=C(C=C3)S(=O)(=O)N)C(F)(F)F. Cell line: A498. Synergy scores: CSS=6.47, Synergy_ZIP=-3.42, Synergy_Bliss=-1.01, Synergy_Loewe=-3.27, Synergy_HSA=-2.52. (3) Drug 1: C(=O)(N)NO. Drug 2: CCC1(CC2CC(C3=C(CCN(C2)C1)C4=CC=CC=C4N3)(C5=C(C=C6C(=C5)C78CCN9C7C(C=CC9)(C(C(C8N6C)(C(=O)OC)O)OC(=O)C)CC)OC)C(=O)OC)O.OS(=O)(=O)O. Cell line: UACC62. Synergy scores: CSS=-0.0890, Synergy_ZIP=2.14, Synergy_Bliss=5.04, Synergy_Loewe=0.479, Synergy_HSA=0.661. (4) Drug 1: C#CCC(CC1=CN=C2C(=N1)C(=NC(=N2)N)N)C3=CC=C(C=C3)C(=O)NC(CCC(=O)O)C(=O)O. Drug 2: C1CN(P(=O)(OC1)NCCCl)CCCl. Cell line: NCI-H226. Synergy scores: CSS=-3.55, Synergy_ZIP=2.67, Synergy_Bliss=2.96, Synergy_Loewe=-2.93, Synergy_HSA=-2.88. (5) Drug 1: CC=C1C(=O)NC(C(=O)OC2CC(=O)NC(C(=O)NC(CSSCCC=C2)C(=O)N1)C(C)C)C(C)C. Drug 2: COC1=C2C(=CC3=C1OC=C3)C=CC(=O)O2. Cell line: SNB-19. Synergy scores: CSS=62.9, Synergy_ZIP=3.29, Synergy_Bliss=0.440, Synergy_Loewe=-68.4, Synergy_HSA=-0.610.